The task is: Predict the reactants needed to synthesize the given product.. This data is from Full USPTO retrosynthesis dataset with 1.9M reactions from patents (1976-2016). (1) Given the product [CH2:6]1[C:1]2[NH:7][C:17]3[C:12](=[CH:13][CH:14]=[CH:15][CH:16]=3)[C:2]=2[CH2:3][CH2:4][CH2:5]1, predict the reactants needed to synthesize it. The reactants are: [C:1]1([NH:7]N)[CH:6]=[CH:5][CH:4]=[CH:3][CH:2]=1.N1[C:17]2[C:12](=[CH:13][CH:14]=[CH:15][CH:16]=2)C=C1. (2) Given the product [CH2:1]([N:3]1[CH:7]=[C:6]([C:8]2[CH:9]=[C:10]([NH:11][C:30]([NH:29][C:23]3[CH:24]=[CH:25][C:26]([I:28])=[CH:27][C:22]=3[F:21])=[O:31])[CH:12]=[CH:13][CH:14]=2)[C:5]([C:15]2[CH:16]=[CH:17][N:18]=[CH:19][CH:20]=2)=[N:4]1)[CH3:2], predict the reactants needed to synthesize it. The reactants are: [CH2:1]([N:3]1[CH:7]=[C:6]([C:8]2[CH:9]=[C:10]([CH:12]=[CH:13][CH:14]=2)[NH2:11])[C:5]([C:15]2[CH:20]=[CH:19][N:18]=[CH:17][CH:16]=2)=[N:4]1)[CH3:2].[F:21][C:22]1[CH:27]=[C:26]([I:28])[CH:25]=[CH:24][C:23]=1[N:29]=[C:30]=[O:31]. (3) Given the product [N:1]1[CH:6]=[CH:5][CH:4]=[CH:3][C:2]=1[CH:7]=[N:9][NH:10][C:11]([NH2:13])=[S:12], predict the reactants needed to synthesize it. The reactants are: [N:1]1[CH:6]=[CH:5][CH:4]=[CH:3][C:2]=1[CH:7]=O.[NH2:9][NH:10][C:11]([NH2:13])=[S:12].O. (4) The reactants are: C(OC(=O)[NH:7][C@H:8]1[CH2:13][CH2:12][C@H:11]([CH2:14][N:15]=[N+:16]=[N-:17])[CH2:10][CH2:9]1)(C)(C)C.[ClH:19]. Given the product [ClH:19].[N:15]([CH2:14][C@H:11]1[CH2:12][CH2:13][C@H:8]([NH2:7])[CH2:9][CH2:10]1)=[N+:16]=[N-:17], predict the reactants needed to synthesize it.